This data is from Catalyst prediction with 721,799 reactions and 888 catalyst types from USPTO. The task is: Predict which catalyst facilitates the given reaction. (1) Reactant: [C:9](O[C:9]([O:11][C:12]([CH3:15])([CH3:14])[CH3:13])=[O:10])([O:11][C:12]([CH3:15])([CH3:14])[CH3:13])=[O:10].[CH2:16]([C:18]1[CH:24]=[C:23]([Br:25])[CH:22]=[C:21]([CH2:26][CH3:27])[C:19]=1[NH2:20])[CH3:17]. Product: [C:12]([O:11][C:9](=[O:10])[NH:20][C:19]1[C:21]([CH2:26][CH3:27])=[CH:22][C:23]([Br:25])=[CH:24][C:18]=1[CH2:16][CH3:17])([CH3:13])([CH3:14])[CH3:15]. The catalyst class is: 8. (2) Reactant: [C:1]([O:5][C:6]([NH:8][CH:9]([C@H:15]([CH3:23])[CH2:16][CH2:17][CH2:18][CH:19]([CH3:22])[CH:20]=[CH2:21])[C:10]([O:12]CC)=[O:11])=[O:7])([CH3:4])([CH3:3])[CH3:2].CO.[Li+].[OH-]. Product: [C:1]([O:5][C:6]([NH:8][CH:9]([C@H:15]([CH3:23])[CH2:16][CH2:17][CH2:18][CH:19]([CH3:22])[CH:20]=[CH2:21])[C:10]([OH:12])=[O:11])=[O:7])([CH3:4])([CH3:3])[CH3:2]. The catalyst class is: 20. (3) Reactant: [F:1][C:2]1[CH:7]=[CH:6][C:5]([NH:8][C:9](=[O:20])[C:10]2[CH:15]=[CH:14][CH:13]=[C:12]([C:16]([F:19])([F:18])[F:17])[CH:11]=2)=[CH:4][C:3]=1[C:21]1[N:26]2[N:27]=[CH:28][C:29](I)=[C:25]2[N:24]=[CH:23][CH:22]=1.[C:31]([O:35][C:36]([N:38]1[CH:42]=[C:41](B2OC(C)(C)C(C)(C)O2)[CH:40]=[N:39]1)=[O:37])([CH3:34])([CH3:33])[CH3:32]. Product: [F:1][C:2]1[CH:7]=[CH:6][C:5]([NH:8][C:9](=[O:20])[C:10]2[CH:15]=[CH:14][CH:13]=[C:12]([C:16]([F:19])([F:18])[F:17])[CH:11]=2)=[CH:4][C:3]=1[C:21]1[N:26]2[N:27]=[CH:28][C:29]([C:41]3[CH:42]=[N:38][NH:39][CH:40]=3)=[C:25]2[N:24]=[CH:23][CH:22]=1.[F:1][C:2]1[CH:7]=[CH:6][C:5]([NH:8][C:9](=[O:20])[C:10]2[CH:15]=[CH:14][CH:13]=[C:12]([C:16]([F:19])([F:18])[F:17])[CH:11]=2)=[CH:4][C:3]=1[C:21]1[N:26]2[N:27]=[CH:28][C:29]([C:41]3[CH:40]=[N:39][N:38]([C:36]([O:35][C:31]([CH3:34])([CH3:33])[CH3:32])=[O:37])[CH:42]=3)=[C:25]2[N:24]=[CH:23][CH:22]=1. The catalyst class is: 57. (4) Reactant: [NH2:1][C:2]1[CH:6]=[CH:5][NH:4][N:3]=1.[CH3:7][C:8](=O)[CH2:9][CH2:10][C:11](=O)[CH3:12].O. Product: [CH3:12][C:11]1[N:1]([C:2]2[CH:6]=[CH:5][NH:4][N:3]=2)[C:8]([CH3:7])=[CH:9][CH:10]=1. The catalyst class is: 15. (5) Reactant: [CH3:1][C:2]1[S:3][C:4]2[CH:10]=[CH:9][CH:8]=[CH:7][C:5]=2[N:6]=1.[I:11][CH2:12][CH2:13][CH2:14][CH2:15][O:16][C:17](=[O:19])[CH3:18]. Product: [I-:11].[C:17]([O:16][CH2:15][CH2:14][CH2:13][CH2:12][SH:3]1[C:4]2[CH:10]=[CH:9][CH:8]=[CH:7][C:5]=2[NH+:6]=[C:2]1[CH3:1])(=[O:19])[CH3:18]. The catalyst class is: 28. (6) Reactant: [CH2:1]([O:3][C:4]([C:6]1[S:26][C:9]2[N:10]=[C:11]([NH2:25])[N:12]=[C:13]([C:14]([C:16]3[CH:24]=[CH:23][C:19]4[O:20][CH2:21][O:22][C:18]=4[CH:17]=3)=O)[C:8]=2[CH:7]=1)=[O:5])[CH3:2].Cl.[O:28]([NH2:30])[CH3:29]. Product: [CH2:1]([O:3][C:4]([C:6]1[S:26][C:9]2[N:10]=[C:11]([NH2:25])[N:12]=[C:13]([C:14]([C:16]3[CH:24]=[CH:23][C:19]4[O:20][CH2:21][O:22][C:18]=4[CH:17]=3)=[N:30][O:28][CH3:29])[C:8]=2[CH:7]=1)=[O:5])[CH3:2]. The catalyst class is: 5. (7) Reactant: [NH2:1][C:2]1[CH:3]=[C:4]([CH:21]=[CH:22][CH:23]=1)[O:5][C:6]1[CH:7]=[CH:8][C:9]2[N:10]([CH:12]=[C:13]([NH:15][C:16]([CH:18]3[CH2:20][CH2:19]3)=[O:17])[N:14]=2)[N:11]=1.[NH:24]1[C:32]2[C:27](=[CH:28][CH:29]=[CH:30][CH:31]=2)[C:26]([C:33](O)=[O:34])=[N:25]1.C(Cl)(=O)C(Cl)=O.O1CCCC1. Product: [CH:18]1([C:16]([NH:15][C:13]2[N:14]=[C:9]3[CH:8]=[CH:7][C:6]([O:5][C:4]4[CH:3]=[C:2]([NH:1][C:33]([C:26]5[C:27]6[C:32](=[CH:31][CH:30]=[CH:29][CH:28]=6)[NH:24][N:25]=5)=[O:34])[CH:23]=[CH:22][CH:21]=4)=[N:11][N:10]3[CH:12]=2)=[O:17])[CH2:20][CH2:19]1. The catalyst class is: 637.